From a dataset of Forward reaction prediction with 1.9M reactions from USPTO patents (1976-2016). Predict the product of the given reaction. Given the reactants [C:1]([C:5]1[CH:10]=[CH:9][C:8]([C:11]2[O:12][CH2:13][C:14]([CH3:17])([CH3:16])[N:15]=2)=[CH:7][CH:6]=1)([CH3:4])([CH3:3])[CH3:2].C([Li])CCC.CN([CH:26]=[O:27])C, predict the reaction product. The product is: [C:1]([C:5]1[CH:6]=[CH:7][C:8]([C:11]2[O:12][CH2:13][C:14]([CH3:17])([CH3:16])[N:15]=2)=[C:9]([CH:10]=1)[CH:26]=[O:27])([CH3:4])([CH3:2])[CH3:3].